This data is from Reaction yield outcomes from USPTO patents with 853,638 reactions. The task is: Predict the reaction yield, written as a fraction of the theoretical maximum amount of product (1.0 means a 100% yield; for example, 0.34 means a 34% yield). The reactants are [Cl:1][C:2]1[CH:3]=[C:4]2[C:10](I)=[CH:9][N:8]([Si:12]([CH:19]([CH3:21])[CH3:20])([CH:16]([CH3:18])[CH3:17])[CH:13]([CH3:15])[CH3:14])[C:5]2=[N:6][CH:7]=1.C([Mg]Cl)(C)C.[Cl:27][C:28]1[CH:29]=[C:30]([CH:41]=[CH:42][CH:43]=1)[CH2:31][NH:32][C:33]1[CH:34]=[C:35]([CH:39]=[O:40])[N:36]([CH3:38])[N:37]=1. The catalyst is O1CCCC1. The product is [Cl:27][C:28]1[CH:29]=[C:30]([CH:41]=[CH:42][CH:43]=1)[CH2:31][NH:32][C:33]1[CH:34]=[C:35]([CH:39]([C:10]2[C:4]3[C:5](=[N:6][CH:7]=[C:2]([Cl:1])[CH:3]=3)[N:8]([Si:12]([CH:19]([CH3:21])[CH3:20])([CH:16]([CH3:18])[CH3:17])[CH:13]([CH3:15])[CH3:14])[CH:9]=2)[OH:40])[N:36]([CH3:38])[N:37]=1. The yield is 0.300.